From a dataset of NCI-60 drug combinations with 297,098 pairs across 59 cell lines. Regression. Given two drug SMILES strings and cell line genomic features, predict the synergy score measuring deviation from expected non-interaction effect. (1) Drug 1: CC(CN1CC(=O)NC(=O)C1)N2CC(=O)NC(=O)C2. Drug 2: CC1C(C(CC(O1)OC2CC(CC3=C2C(=C4C(=C3O)C(=O)C5=CC=CC=C5C4=O)O)(C(=O)C)O)N)O. Cell line: CCRF-CEM. Synergy scores: CSS=45.4, Synergy_ZIP=-10.6, Synergy_Bliss=-15.0, Synergy_Loewe=-12.9, Synergy_HSA=-11.8. (2) Drug 1: C1=CC(=CC=C1CCCC(=O)O)N(CCCl)CCCl. Drug 2: CN(C(=O)NC(C=O)C(C(C(CO)O)O)O)N=O. Cell line: SF-268. Synergy scores: CSS=31.3, Synergy_ZIP=-4.08, Synergy_Bliss=-3.52, Synergy_Loewe=-7.12, Synergy_HSA=-1.83. (3) Drug 1: CS(=O)(=O)CCNCC1=CC=C(O1)C2=CC3=C(C=C2)N=CN=C3NC4=CC(=C(C=C4)OCC5=CC(=CC=C5)F)Cl. Drug 2: N.N.Cl[Pt+2]Cl. Cell line: RPMI-8226. Synergy scores: CSS=50.1, Synergy_ZIP=-0.722, Synergy_Bliss=-1.16, Synergy_Loewe=-5.81, Synergy_HSA=0.141. (4) Drug 1: COC1=NC(=NC2=C1N=CN2C3C(C(C(O3)CO)O)O)N. Drug 2: CC12CCC3C(C1CCC2O)C(CC4=C3C=CC(=C4)O)CCCCCCCCCS(=O)CCCC(C(F)(F)F)(F)F. Cell line: COLO 205. Synergy scores: CSS=37.0, Synergy_ZIP=-3.53, Synergy_Bliss=3.13, Synergy_Loewe=-1.17, Synergy_HSA=2.28. (5) Drug 1: CC1C(C(CC(O1)OC2CC(OC(C2O)C)OC3=CC4=CC5=C(C(=O)C(C(C5)C(C(=O)C(C(C)O)O)OC)OC6CC(C(C(O6)C)O)OC7CC(C(C(O7)C)O)OC8CC(C(C(O8)C)O)(C)O)C(=C4C(=C3C)O)O)O)O. Drug 2: CC1C(C(CC(O1)OC2CC(CC3=C2C(=C4C(=C3O)C(=O)C5=C(C4=O)C(=CC=C5)OC)O)(C(=O)CO)O)N)O.Cl. Cell line: HCT116. Synergy scores: CSS=41.1, Synergy_ZIP=5.54, Synergy_Bliss=5.20, Synergy_Loewe=-0.205, Synergy_HSA=5.57. (6) Drug 2: CN(CC1=CN=C2C(=N1)C(=NC(=N2)N)N)C3=CC=C(C=C3)C(=O)NC(CCC(=O)O)C(=O)O. Synergy scores: CSS=47.2, Synergy_ZIP=2.82, Synergy_Bliss=2.20, Synergy_Loewe=-17.0, Synergy_HSA=1.32. Drug 1: C1CCC(C1)C(CC#N)N2C=C(C=N2)C3=C4C=CNC4=NC=N3. Cell line: PC-3. (7) Drug 1: CCC1=CC2CC(C3=C(CN(C2)C1)C4=CC=CC=C4N3)(C5=C(C=C6C(=C5)C78CCN9C7C(C=CC9)(C(C(C8N6C)(C(=O)OC)O)OC(=O)C)CC)OC)C(=O)OC.C(C(C(=O)O)O)(C(=O)O)O. Drug 2: CCCCC(=O)OCC(=O)C1(CC(C2=C(C1)C(=C3C(=C2O)C(=O)C4=C(C3=O)C=CC=C4OC)O)OC5CC(C(C(O5)C)O)NC(=O)C(F)(F)F)O. Cell line: NCI-H322M. Synergy scores: CSS=10.0, Synergy_ZIP=-1.61, Synergy_Bliss=-1.06, Synergy_Loewe=-2.53, Synergy_HSA=0.788.